This data is from Reaction yield outcomes from USPTO patents with 853,638 reactions. The task is: Predict the reaction yield, written as a fraction of the theoretical maximum amount of product (1.0 means a 100% yield; for example, 0.34 means a 34% yield). (1) The reactants are [CH3:1][O:2][C:3]1[CH:11]=[C:10]2[C:6]([CH:7]=[C:8]([CH3:12])[NH:9]2)=[CH:5][CH:4]=1.C([O-])(O)=O.[Na+].[C:18](#[N:20])C. The catalyst is CN(C=O)C. The product is [CH3:1][O:2][C:3]1[CH:11]=[C:10]2[C:6]([C:7]([C:18]#[N:20])=[C:8]([CH3:12])[NH:9]2)=[CH:5][CH:4]=1. The yield is 0.810. (2) The reactants are [Cl:1][C:2]1[CH:3]=[C:4]([CH:7]=[CH:8][C:9]=1F)[C:5]#[N:6].[CH3:11][NH2:12].O. The catalyst is C1COCC1. The product is [Cl:1][C:2]1[CH:3]=[C:4]([CH:7]=[CH:8][C:9]=1[NH:12][CH3:11])[C:5]#[N:6]. The yield is 0.950. (3) The reactants are [C:1]([C:4]1[CH:5]=[C:6]([CH:21]=[CH:22][CH:23]=1)[O:7][CH:8]1[CH2:13][CH2:12][N:11](C(OC(C)(C)C)=O)[CH2:10][CH2:9]1)(=[O:3])[CH3:2].C(OC(=O)C)C.[ClH:30]. No catalyst specified. The product is [ClH:30].[NH:11]1[CH2:10][CH2:9][CH:8]([O:7][C:6]2[CH:5]=[C:4]([C:1](=[O:3])[CH3:2])[CH:23]=[CH:22][CH:21]=2)[CH2:13][CH2:12]1. The yield is 0.890. (4) The reactants are CS([O:5][C@@H:6]1[CH2:10][CH2:9][O:8][CH2:7]1)(=O)=O.[F:11][C:12]1[C:13]([CH3:28])=[C:14]([C:20]2[CH:25]=[CH:24][CH:23]=[C:22]([CH2:26][OH:27])[CH:21]=2)[C:15]([CH3:19])=[CH:16][C:17]=1O.C(=O)([O-])[O-].[Cs+].[Cs+].O. The catalyst is CN(C)C=O. The product is [F:11][C:12]1[C:13]([CH3:28])=[C:14]([C:20]2[CH:25]=[CH:24][CH:23]=[C:22]([CH2:26][OH:27])[CH:21]=2)[C:15]([CH3:19])=[CH:16][C:17]=1[O:5][C@H:6]1[CH2:10][CH2:9][O:8][CH2:7]1. The yield is 0.508. (5) The reactants are [CH3:1][O:2][C:3]1[CH:8]=[CH:7][C:6]([C:9]([NH:22][CH2:23][CH2:24][CH2:25][CH2:26][CH2:27][C:28](OC2C(F)=C(F)C=C(F)C=2F)=[O:29])([C:16]2[CH:21]=CC=[CH:18][CH:17]=2)[C:10]2[CH:15]=[CH:14][CH:13]=[CH:12][CH:11]=2)=[CH:5][CH:4]=1.[CH3:41][O:42][C:43]([CH:45]1[CH2:53][C:52]2[C:47](=[CH:48][CH:49]=[C:50]3[NH:56][CH:55]=[CH:54][C:51]3=2)[NH:46]1)=[O:44].C(N(CC)CC)C. The catalyst is C(Cl)Cl. The product is [CH3:1][O:2][C:3]1[CH:4]=[CH:5][C:6]([C:9]([NH:22][CH2:23][CH2:24][CH2:25][CH2:26][CH2:27][C:28]([N:56]2[C:50]3[C:51](=[C:52]4[C:47](=[CH:48][CH:49]=3)[NH:46][CH:45]([C:43]([O:42][CH3:41])=[O:44])[CH2:53]4)[CH:54]=[CH:55]2)=[O:29])([C:10]2[CH:15]=[CH:14][CH:13]=[CH:12][CH:11]=2)[C:16](=[CH2:21])[CH:17]=[CH2:18])=[CH:7][CH:8]=1. The yield is 0.770. (6) The product is [CH:20]1([CH2:19][O:18][C:9]2[N:8]=[C:7]([C:5]([OH:6])=[O:4])[CH:12]=[N:11][C:10]=2[N:13]2[CH2:17][CH2:16][CH2:15][CH2:14]2)[CH2:23][CH2:22][CH2:21]1. The catalyst is O1CCCC1. The reactants are [OH-].[Na+].C[O:4][C:5]([C:7]1[CH:12]=[N:11][C:10]([N:13]2[CH2:17][CH2:16][CH2:15][CH2:14]2)=[C:9]([O:18][CH2:19][CH:20]2[CH2:23][CH2:22][CH2:21]2)[N:8]=1)=[O:6].CO. The yield is 0.800. (7) The reactants are CCCP(=O)=O.[Cl:7][C:8]1[CH:13]=[CH:12][C:11]([CH:14]2[CH2:19][CH2:18][CH2:17][NH:16][CH2:15]2)=[CH:10][CH:9]=1.C(N(CC)CC)C.[Cl:27][C:28]1[CH:29]=[C:30]([CH:34]=[CH:35][N:36]=1)[C:31](O)=[O:32]. The catalyst is C(Cl)Cl. The product is [Cl:27][C:28]1[CH:29]=[C:30]([C:31]([N:16]2[CH2:17][CH2:18][CH2:19][CH:14]([C:11]3[CH:10]=[CH:9][C:8]([Cl:7])=[CH:13][CH:12]=3)[CH2:15]2)=[O:32])[CH:34]=[CH:35][N:36]=1. The yield is 0.960. (8) The reactants are C(O[BH-](O[C:11](=[O:13])[CH3:12])OC(=O)C)(=O)C.[Na+].[F:15][C:16]([F:30])([F:29])[C:17]1[CH:18]=[C:19]([CH:22]=[C:23]([C:25]([F:28])([F:27])[F:26])[CH:24]=1)[CH:20]=O.C(O)(=O)C.[CH:35]([O:38][C:39]([N:41]1[C:50]2[C:45](=[N:46][C:47]([O:51][CH3:52])=[CH:48][CH:49]=2)[C@H:44]([NH2:53])[CH2:43][C@@H:42]1[CH3:54])=[O:40])([CH3:37])[CH3:36].C(=O)(O)[O-].[Na+]. The catalyst is ClC(Cl)C. The product is [CH:35]([O:38][C:39]([N:41]1[C:50]2[C:45](=[N:46][C:47]([O:51][CH3:52])=[CH:48][CH:49]=2)[C@H:44]([N:53]([C:11](=[O:13])[CH3:12])[CH2:20][C:19]2[CH:18]=[C:17]([C:16]([F:30])([F:29])[F:15])[CH:24]=[C:23]([C:25]([F:28])([F:27])[F:26])[CH:22]=2)[CH2:43][C@@H:42]1[CH3:54])=[O:40])([CH3:37])[CH3:36]. The yield is 0.830. (9) The reactants are [F:1][C:2]([F:12])([F:11])[O:3][C:4]1[CH:5]=[C:6]([OH:10])[CH:7]=[CH:8][CH:9]=1.Br[CH2:14][CH2:15][CH2:16][OH:17].C(=O)([O-])[O-].[K+].[K+]. The catalyst is CN(C=O)C. The product is [F:1][C:2]([F:11])([F:12])[O:3][C:4]1[CH:5]=[C:6]([CH:7]=[CH:8][CH:9]=1)[O:10][CH2:14][CH2:15][CH2:16][OH:17]. The yield is 0.806. (10) The reactants are C1(CO[C:9]([NH:11][C@H:12]([C:17]([NH:19][C@H:20]([CH2:24][OH:25])[CH:21]([CH3:23])[CH3:22])=[O:18])[CH2:13][CH:14]([CH3:16])[CH3:15])=[O:10])C=CC=CC=1.O.C(=O)([O-])[O-].[Na+].[Na+].[O:33]1[CH:37]=[CH:36][CH:35]=[C:34]1C(Cl)=O. The catalyst is CO.C(OCC)(=O)C.[C].[Pd]. The product is [O:33]1[CH:37]=[CH:36][CH:35]=[C:34]1[C:9]([NH:11][C@H:12]([C:17]([NH:19][C@H:20]([CH2:24][OH:25])[CH:21]([CH3:22])[CH3:23])=[O:18])[CH2:13][CH:14]([CH3:15])[CH3:16])=[O:10]. The yield is 0.860.